This data is from Drug-target binding data from BindingDB using Ki measurements. The task is: Regression. Given a target protein amino acid sequence and a drug SMILES string, predict the binding affinity score between them. We predict pKi (pKi = -log10(Ki in M); higher means stronger inhibition). Dataset: bindingdb_ki. (1) The small molecule is COC(=O)c1c(C)oc(-c2ccc(Br)cc2)c1CC(=O)c1ccc(Br)cc1. The target protein sequence is MFSAGHKIKGTVVLMPKNELEVNPDGSAVDNLNAFLGRSVSLQLISATKADAHGKGKVGKDTFLEGINTSLPTLGAGESAFNIHFEWDGSMGIPGAFYIKNYMQVEFFLKSLTLEAISNQGTIRFVCNSWVYNTKLYKSVRIFFANHTYVPSETPAPLVEYREEELKSLRGNGTGERKEYDRIYDYDVYNDLGNPDKSEKLARPVLGGSSTFPYPRRGRTGRGPTVTDPNTEKQGEVFYVPRDENLGHLKSKDALEIGTKSLSQIVQPAFESAFDLKSTPIEFHSFQDVHDLYEGGIKLPRDVISTIIPLPVIKELYRTDGQHILKFPQPHVVQVSQSAWMTDEEFAREMIAGVNPCVIRGLEEFPPKSNLDPAIYGDQSSKITADSLDLDGYTMDEALGSRRLFMLDYHDIFMPYVRQINQLNSAKTYATRTILFLREDGTLKPVAIELSLPHSAGDLSAAVSQVVLPAKEGVESTIWLLAKAYVIVNDSCYHQLMSHW.... The pKi is 7.2. (2) The compound is Oc1ccc2c3c1OC1c4[nH]c5ccccc5c4CC4(O)[C@@H](C2)N(CC2CC2)CCC314. The target protein (P32300) has sequence MELVPSARAELQSSPLVNLSDAFPSAFPSAGANASGSPGARSASSLALAIAITALYSAVCAVGLLGNVLVMFGIVRYTKLKTATNIYIFNLALADALATSTLPFQSAKYLMETWPFGELLCKAVLSIDYYNMFTSIFTLTMMSVDRYIAVCHPVKALDFRTPAKAKLINICIWVLASGVGVPIMVMAVTQPRDGAVVCMLQFPSPSWYWDTVTKICVFLFAFVVPILIITVCYGLMLLRLRSVRLLSGSKEKDRSLRRITRMVLVVVGAFVVCWAPIHIFVIVWTLVDINRRDPLVVAALHLCIALGYANSSLNPVLYAFLDENFKRCFRQLCRTPCGRQEPGSLRRPRQATTRERVTACTPSDGPGGGAAA. The pKi is 9.6.